This data is from Blood-brain barrier permeability classification from the B3DB database. The task is: Regression/Classification. Given a drug SMILES string, predict its absorption, distribution, metabolism, or excretion properties. Task type varies by dataset: regression for continuous measurements (e.g., permeability, clearance, half-life) or binary classification for categorical outcomes (e.g., BBB penetration, CYP inhibition). Dataset: b3db_classification. (1) The drug is COCc1c(C(C)C)nc(C(C)C)c(C=CC(O)CC(O)CC(=O)O)c1-c1ccc(F)cc1. The result is 1 (penetrates BBB). (2) The drug is CCCSc1ccccc1N1CCN(CCCCn2c(=O)[nH]c3ccccc3c2=O)CC1. The result is 1 (penetrates BBB).